From a dataset of Forward reaction prediction with 1.9M reactions from USPTO patents (1976-2016). Predict the product of the given reaction. (1) Given the reactants [CH:1]1([C:4]2[CH:9]=[CH:8][N:7]=[C:6]([C:10]#[N:11])[CH:5]=2)[CH2:3][CH2:2]1.[O-:12][CH2:13][CH3:14].[Na+], predict the reaction product. The product is: [CH:1]1([C:4]2[CH:9]=[CH:8][N:7]=[C:6]([C:10](=[NH:11])[O:12][CH2:13][CH3:14])[CH:5]=2)[CH2:3][CH2:2]1. (2) Given the reactants [CH3:1][O:2][C:3](=[O:17])/[CH:4]=[CH:5]/[C:6]1[CH:11]=[C:10]([CH3:12])[CH:9]=[C:8]([NH:13][C:14](=[O:16])[CH3:15])[N:7]=1, predict the reaction product. The product is: [CH3:1][O:2][C:3](=[O:17])[CH2:4][CH2:5][C:6]1[CH:11]=[C:10]([CH3:12])[CH:9]=[C:8]([NH:13][C:14](=[O:16])[CH3:15])[N:7]=1. (3) Given the reactants [NH2:1][C:2]1[C:11]2[N:10]=[CH:9][C:8]([CH2:12][CH2:13][C:14]3[CH:19]=[CH:18][C:17]([CH2:20][CH2:21][C:22](OC)=[O:23])=[CH:16][CH:15]=3)=[CH:7][C:6]=2[C:5]2[CH:26]=[CH:27][C:28]([CH3:30])=[CH:29][C:4]=2[N:3]=1.C(O)(C(F)(F)F)=O, predict the reaction product. The product is: [NH2:1][C:2]1[C:11]2[N:10]=[CH:9][C:8]([CH2:12][CH2:13][C:14]3[CH:15]=[CH:16][C:17]([CH2:20][CH2:21][CH2:22][OH:23])=[CH:18][CH:19]=3)=[CH:7][C:6]=2[C:5]2[CH:26]=[CH:27][C:28]([CH3:30])=[CH:29][C:4]=2[N:3]=1. (4) Given the reactants [CH3:1][CH:2]([O:6][C:7]1[N:15]=[C:14]2[C:10]([N:11]=[CH:12][N:13]2[CH:16]2[CH2:21][CH2:20][CH2:19][CH2:18][O:17]2)=[C:9]([NH2:22])[N:8]=1)[CH2:3][O:4][CH3:5].C1C(=O)N([Br:30])C(=O)C1, predict the reaction product. The product is: [Br:30][C:12]1[N:13]([CH:16]2[CH2:21][CH2:20][CH2:19][CH2:18][O:17]2)[C:14]2[C:10]([N:11]=1)=[C:9]([NH2:22])[N:8]=[C:7]([O:6][CH:2]([CH3:1])[CH2:3][O:4][CH3:5])[N:15]=2. (5) Given the reactants [OH:1][CH2:2][CH2:3][CH:4]1[C:8]2[CH:9]=[CH:10][C:11]([C:13]#[N:14])=[CH:12][C:7]=2[CH2:6][O:5]1.[OH:15]O.[OH-].[Na+], predict the reaction product. The product is: [OH:1][CH2:2][CH2:3][CH:4]1[C:8]2[CH:9]=[CH:10][C:11]([C:13]([NH2:14])=[O:15])=[CH:12][C:7]=2[CH2:6][O:5]1.